This data is from Forward reaction prediction with 1.9M reactions from USPTO patents (1976-2016). The task is: Predict the product of the given reaction. (1) Given the reactants P(Cl)(Cl)(Cl)=O.[Br:6][C:7]1[CH:8]=[C:9]2[C:14](=[CH:15][CH:16]=1)[N:13]=[CH:12][C:11]([N+:17]([O-:19])=[O:18])=[C:10]2O.C(N(CC)CC)C.[NH2:28][CH2:29][C:30]([CH3:33])([OH:32])[CH3:31], predict the reaction product. The product is: [Br:6][C:7]1[CH:8]=[C:9]2[C:14](=[CH:15][CH:16]=1)[N:13]=[CH:12][C:11]([N+:17]([O-:19])=[O:18])=[C:10]2[NH:28][CH2:29][C:30]([CH3:33])([OH:32])[CH3:31]. (2) Given the reactants Cl.CNC.[CH2:5]([N:7]([CH2:10]C)[CH2:8][CH3:9])C.[OH:12][C:13]12[C:24]3[C:19](=C(F)C=[CH:22][CH:23]=3)[C:18](=[O:26])[C:17]1([OH:27])[C:16]1[CH:28]=[CH:29][C:30]([CH:32]([CH3:34])[CH3:33])=[CH:31][C:15]=1[O:14]2, predict the reaction product. The product is: [CH3:10][N:7]([CH3:5])[C:8]1[CH:9]=[CH:22][CH:23]=[C:24]2[C:19]=1[C:18](=[O:26])[C:17]1([OH:27])[C:16]3[CH:28]=[CH:29][C:30]([CH:32]([CH3:34])[CH3:33])=[CH:31][C:15]=3[O:14][C:13]12[OH:12]. (3) Given the reactants [N:1]([CH2:4][C:5]1[C:13]2[C:8](=[N:9][C:10]([F:14])=[CH:11][CH:12]=2)[N:7]([CH:15]2[CH2:20][CH2:19][CH2:18][CH2:17][O:16]2)[N:6]=1)=[N+]=[N-].[H][H], predict the reaction product. The product is: [NH2:1][CH2:4][C:5]1[C:13]2[C:8](=[N:9][C:10]([F:14])=[CH:11][CH:12]=2)[N:7]([CH:15]2[CH2:20][CH2:19][CH2:18][CH2:17][O:16]2)[N:6]=1. (4) Given the reactants [NH2:1][C:2]1[C:11]2[C:6](=[CH:7][C:8]([O:14][CH3:15])=[C:9]([O:12][CH3:13])[CH:10]=2)[N:5]=[C:4](Cl)[N:3]=1.[NH:17]1[CH2:22][CH2:21][O:20][CH2:19][CH2:18]1, predict the reaction product. The product is: [CH3:13][O:12][C:9]1[CH:10]=[C:11]2[C:6](=[CH:7][C:8]=1[O:14][CH3:15])[N:5]=[C:4]([N:17]1[CH2:22][CH2:21][O:20][CH2:19][CH2:18]1)[N:3]=[C:2]2[NH2:1].